This data is from Reaction yield outcomes from USPTO patents with 853,638 reactions. The task is: Predict the reaction yield, written as a fraction of the theoretical maximum amount of product (1.0 means a 100% yield; for example, 0.34 means a 34% yield). The reactants are C([N:4]1[CH:8]=[CH:7][N:6]=[C:5]1[C:9]1[S:13][C:12]([C:14]2[CH:19]=[CH:18][N:17]=[C:16]([N:20]([CH2:24][C:25]3[CH:30]=[CH:29][C:28]([O:31][CH3:32])=[CH:27][CH:26]=3)[C:21](=[O:23])[CH3:22])[CH:15]=2)=[C:11]([C:33]#[N:34])[C:10]=1[C:35]1[CH:40]=[CH:39][C:38]([Cl:41])=[CH:37][C:36]=1[Cl:42])C=C.C(O)(=O)C.C(Cl)Cl.C1([SiH3])C=CC=CC=1. The catalyst is C1C=CC([P]([Pd]([P](C2C=CC=CC=2)(C2C=CC=CC=2)C2C=CC=CC=2)([P](C2C=CC=CC=2)(C2C=CC=CC=2)C2C=CC=CC=2)[P](C2C=CC=CC=2)(C2C=CC=CC=2)C2C=CC=CC=2)(C2C=CC=CC=2)C2C=CC=CC=2)=CC=1.CCOC(C)=O.C(Cl)Cl. The product is [C:33]([C:11]1[C:10]([C:35]2[CH:40]=[CH:39][C:38]([Cl:41])=[CH:37][C:36]=2[Cl:42])=[C:9]([C:5]2[NH:6][CH:7]=[CH:8][N:4]=2)[S:13][C:12]=1[C:14]1[CH:19]=[CH:18][N:17]=[C:16]([N:20]([CH2:24][C:25]2[CH:26]=[CH:27][C:28]([O:31][CH3:32])=[CH:29][CH:30]=2)[C:21](=[O:23])[CH3:22])[CH:15]=1)#[N:34]. The yield is 0.507.